Dataset: Forward reaction prediction with 1.9M reactions from USPTO patents (1976-2016). Task: Predict the product of the given reaction. (1) Given the reactants Cl[C:2]1[C:3]2[NH:10][CH:9]=[CH:8][C:4]=2[N:5]=[CH:6][N:7]=1.[O:11]([C:18]1[CH:23]=[CH:22][C:21](B(O)O)=[CH:20][CH:19]=1)[C:12]1[CH:17]=[CH:16][CH:15]=[CH:14][CH:13]=1.O[CH2:28][CH:29]1[CH2:34][CH2:33][CH2:32][N:31]([C:35]([O:37]C(C)(C)C)=O)[CH2:30]1.[C:42](Cl)(=O)[CH:43]=C, predict the reaction product. The product is: [O:11]([C:18]1[CH:23]=[CH:22][C:21]([C:2]2[C:3]3[N:10]([CH2:28][CH:29]4[CH2:34][CH2:33][CH2:32][N:31]([C:35](=[O:37])[CH:42]=[CH2:43])[CH2:30]4)[CH:9]=[CH:8][C:4]=3[N:5]=[CH:6][N:7]=2)=[CH:20][CH:19]=1)[C:12]1[CH:17]=[CH:16][CH:15]=[CH:14][CH:13]=1. (2) Given the reactants [CH3:1][O-:2].[Na+].[CH:4]([S:6]([N:9]1[CH2:14][CH2:13][N:12]([C:15]2[CH:36]=[CH:35][C:18]([NH:19][C:20]3[N:25]=[C:24]([C:26]4[N:30]([CH:31]([CH3:33])[CH3:32])[C:29]([CH3:34])=[N:28][CH:27]=4)[CH:23]=[CH:22][N:21]=3)=[CH:17][CH:16]=2)[CH2:11][CH2:10]1)(=[O:8])=[O:7])=[CH2:5], predict the reaction product. The product is: [CH3:1][O:2][CH2:5][CH2:4][S:6]([N:9]1[CH2:14][CH2:13][N:12]([C:15]2[CH:36]=[CH:35][C:18]([NH:19][C:20]3[N:25]=[C:24]([C:26]4[N:30]([CH:31]([CH3:32])[CH3:33])[C:29]([CH3:34])=[N:28][CH:27]=4)[CH:23]=[CH:22][N:21]=3)=[CH:17][CH:16]=2)[CH2:11][CH2:10]1)(=[O:7])=[O:8].